This data is from Forward reaction prediction with 1.9M reactions from USPTO patents (1976-2016). The task is: Predict the product of the given reaction. (1) Given the reactants [Br:1][C:2]1[CH:3]=[C:4]([C:9](=O)[C:10](C2CCOCC2)=[O:11])[CH:5]=[CH:6][C:7]=1[F:8].Cl.[CH3:20][NH:21][C:22]([NH2:24])=[NH:23].[C:25](=O)([O-])[O-].[Na+].[Na+].O1[CH2:36][CH2:35][O:34][CH2:33][CH2:32]1, predict the reaction product. The product is: [NH2:23][C:22]1[N:21]([CH3:20])[C:10](=[O:11])[C:9]([C:4]2[CH:5]=[CH:6][C:7]([F:8])=[C:2]([Br:1])[CH:3]=2)([CH:25]2[CH2:32][CH2:33][O:34][CH2:35][CH2:36]2)[N:24]=1. (2) Given the reactants [C:1]([N:4]1[C:13]2[C:8](=[CH:9][C:10]([C:14]3[CH:22]=[CH:21][C:17]([C:18](O)=[O:19])=[CH:16][CH:15]=3)=[CH:11][CH:12]=2)[C@H:7]([NH:23][C:24]([O:26][C:27]([CH3:30])([CH3:29])[CH3:28])=[O:25])[CH2:6][C@@H:5]1[CH3:31])(=[O:3])[CH3:2].CN(C(ON1N=NC2C=CC=NC1=2)=[N+](C)C)C.F[P-](F)(F)(F)(F)F.CCN(C(C)C)C(C)C.[CH3:65][N:66]([CH3:70])[CH2:67][CH2:68][NH2:69], predict the reaction product. The product is: [C:1]([N:4]1[C:13]2[C:8](=[CH:9][C:10]([C:14]3[CH:15]=[CH:16][C:17]([C:18](=[O:19])[NH:69][CH2:68][CH2:67][N:66]([CH3:70])[CH3:65])=[CH:21][CH:22]=3)=[CH:11][CH:12]=2)[C@H:7]([NH:23][C:24](=[O:25])[O:26][C:27]([CH3:28])([CH3:29])[CH3:30])[CH2:6][C@@H:5]1[CH3:31])(=[O:3])[CH3:2]. (3) Given the reactants [O:1]=[C:2]1[CH2:7][CH2:6][N:5]([C:8]([O:10][C:11]([CH3:14])([CH3:13])[CH3:12])=[O:9])[CH2:4][CH2:3]1.[CH3:15][O:16][C:17]1[CH:18]=[C:19]([CH2:23][C:24](Cl)=[O:25])[CH:20]=[CH:21][CH:22]=1, predict the reaction product. The product is: [CH3:15][O:16][C:17]1[CH:18]=[C:19]([CH2:23][C:24]([CH:7]2[C:2](=[O:1])[CH2:3][CH2:4][N:5]([C:8]([O:10][C:11]([CH3:14])([CH3:13])[CH3:12])=[O:9])[CH2:6]2)=[O:25])[CH:20]=[CH:21][CH:22]=1. (4) The product is: [N:1]1[C:10]2[NH:9][C:8]3[CH:11]=[C:12]([C:15]([OH:17])=[O:16])[CH:13]=[CH:14][C:7]=3[S:6][C:5]=2[N:4]=[CH:3][CH:2]=1. Given the reactants [N:1]1[C:10]2[NH:9][C:8]3[CH:11]=[C:12]([C:15]([O:17]C)=[O:16])[CH:13]=[CH:14][C:7]=3[S:6][C:5]=2[N:4]=[CH:3][CH:2]=1.[OH-].[Na+], predict the reaction product. (5) Given the reactants [NH2:1][C:2]([C:4]1[CH:5]=[N:6][C:7]2[C:12]([C:13]=1[NH:14][C:15]1[CH:20]=[CH:19][CH:18]=[C:17]([Cl:21])[C:16]=1[Cl:22])=[CH:11][C:10]([N:23]1[CH2:28][CH2:27][N:26](C(OC(C)(C)C)=O)[CH2:25][CH2:24]1)=[C:9]([O:36][CH3:37])[CH:8]=2)=[O:3], predict the reaction product. The product is: [ClH:21].[ClH:21].[Cl:22][C:16]1[C:17]([Cl:21])=[CH:18][CH:19]=[CH:20][C:15]=1[NH:14][C:13]1[C:12]2[C:7](=[CH:8][C:9]([O:36][CH3:37])=[C:10]([N:23]3[CH2:24][CH2:25][NH:26][CH2:27][CH2:28]3)[CH:11]=2)[N:6]=[CH:5][C:4]=1[C:2]([NH2:1])=[O:3]. (6) The product is: [CH3:1][O:2][C:3]1[CH:4]=[C:5]2[C:10](=[CH:11][C:12]=1[O:13][CH3:14])[N:9]=[CH:8][N:7]=[C:6]2[O:15][C:16]1[CH:17]=[CH:18][C:19]([O:20][CH2:21][C:22]([N:50]2[CH2:51][CH2:52][C:53]3[C:58](=[CH:57][CH:56]=[CH:55][CH:54]=3)[CH2:49]2)=[O:24])=[CH:25][CH:26]=1. Given the reactants [CH3:1][O:2][C:3]1[CH:4]=[C:5]2[C:10](=[CH:11][C:12]=1[O:13][CH3:14])[N:9]=[CH:8][N:7]=[C:6]2[O:15][C:16]1[CH:26]=[CH:25][C:19]([O:20][CH2:21][C:22]([OH:24])=O)=[CH:18][CH:17]=1.CCN=C=NCCCN(C)C.Cl.C1C=CC2N(O)N=NC=2C=1.[CH2:49]1[C:58]2[C:53](=[CH:54][CH:55]=[CH:56][CH:57]=2)[CH2:52][CH2:51][NH:50]1.C(=O)([O-])O.[Na+], predict the reaction product. (7) Given the reactants [C:1]([C:4]1[CH:5]=[C:6]([C:22]([NH:24][CH2:25][C:26]2[CH:31]=[CH:30][C:29]([S:32]([CH3:35])(=[O:34])=[O:33])=[CH:28][CH:27]=2)=[O:23])[C:7](=[O:21])[N:8]([C:11]2[CH:16]=[CH:15][CH:14]=[C:13]([C:17]([F:20])([F:19])[F:18])[CH:12]=2)[C:9]=1[CH3:10])(=[O:3])[CH3:2].[CH2:36](O)[CH2:37][OH:38].O.C1(C)C=CC(S(O)(=O)=O)=CC=1.C(=O)([O-])O.[Na+], predict the reaction product. The product is: [CH3:10][C:9]1[N:8]([C:11]2[CH:16]=[CH:15][CH:14]=[C:13]([C:17]([F:20])([F:19])[F:18])[CH:12]=2)[C:7](=[O:21])[C:6]([C:22]([NH:24][CH2:25][C:26]2[CH:31]=[CH:30][C:29]([S:32]([CH3:35])(=[O:34])=[O:33])=[CH:28][CH:27]=2)=[O:23])=[CH:5][C:4]=1[C:1]1([CH3:2])[O:38][CH2:37][CH2:36][O:3]1.